Predict the reaction yield, written as a fraction of the theoretical maximum amount of product (1.0 means a 100% yield; for example, 0.34 means a 34% yield). From a dataset of Reaction yield outcomes from USPTO patents with 853,638 reactions. (1) The reactants are [Cl:1][C:2]1[CH:10]=[CH:9][C:8]([C:11]2[CH:12]=[CH:13][C:14]3[O:18][C:17]([C:19]4[CH:24]=[CH:23][C:22]([F:25])=[CH:21][CH:20]=4)=[C:16]([C:26](=[O:29])[NH:27][CH3:28])[C:15]=3[CH:30]=2)=[CH:7][C:3]=1[C:4](O)=[O:5].[C:31]([NH2:40])([C:34]1[CH:39]=[CH:38][CH:37]=[CH:36][CH:35]=1)([CH3:33])[CH3:32].C(N(CC)C(C)C)(C)C.CN(C(ON1N=NC2C=CC=NC1=2)=[N+](C)C)C.F[P-](F)(F)(F)(F)F. The catalyst is CN(C=O)C. The product is [Cl:1][C:2]1[CH:10]=[CH:9][C:8]([C:11]2[CH:12]=[CH:13][C:14]3[O:18][C:17]([C:19]4[CH:20]=[CH:21][C:22]([F:25])=[CH:23][CH:24]=4)=[C:16]([C:26]([NH:27][CH3:28])=[O:29])[C:15]=3[CH:30]=2)=[CH:7][C:3]=1[C:4](=[O:5])[NH:40][C:31]([C:34]1[CH:39]=[CH:38][CH:37]=[CH:36][CH:35]=1)([CH3:33])[CH3:32]. The yield is 0.450. (2) The reactants are [CH:1]1([CH2:4][O:5][C:6]2[CH:11]=[CH:10][CH:9]=[C:8]([O:12]CC3C=CC(OC)=CC=3)[C:7]=2[C:22]2[CH:23]=[C:24]([CH:33]3[CH2:38][CH2:37][CH2:36][N:35](C(OC(C)(C)C)=O)[CH2:34]3)[C:25]3[CH2:30][O:29][C:28](=[O:31])[NH:27][C:26]=3[N:32]=2)[CH2:3][CH2:2]1.[ClH:46]. The catalyst is O1CCOCC1. The product is [ClH:46].[CH:1]1([CH2:4][O:5][C:6]2[CH:11]=[CH:10][CH:9]=[C:8]([OH:12])[C:7]=2[C:22]2[CH:23]=[C:24]([CH:33]3[CH2:38][CH2:37][CH2:36][NH:35][CH2:34]3)[C:25]3[CH2:30][O:29][C:28](=[O:31])[NH:27][C:26]=3[N:32]=2)[CH2:2][CH2:3]1. The yield is 0.620. (3) The reactants are [NH2:1][C@H:2]1[CH2:6][CH2:5][N:4]([C:7]([O:9][CH2:10][C:11]2[CH:16]=[CH:15][CH:14]=[CH:13][CH:12]=2)=[O:8])[CH2:3]1.[C:17]1(=O)[CH2:22][CH2:21][CH2:20][CH2:19][CH2:18]1.C([BH3-])#N.[Na+]. The catalyst is CO. The product is [CH2:10]([O:9][C:7]([N:4]1[CH2:5][CH2:6][C@H:2]([NH:1][CH:17]2[CH2:22][CH2:21][CH2:20][CH2:19][CH2:18]2)[CH2:3]1)=[O:8])[C:11]1[CH:16]=[CH:15][CH:14]=[CH:13][CH:12]=1. The yield is 0.730. (4) The reactants are [CH3:1][C:2]1[CH:3]=[N:4][N:5]2[C:10]([CH2:11][CH2:12][CH3:13])=[C:9]([CH2:14][C:15]3[CH:20]=[CH:19][C:18]([C:21]4[C:22]([C:27]#[N:28])=[CH:23][CH:24]=[CH:25][CH:26]=4)=[CH:17][CH:16]=3)[C:8](=[O:29])[N:7]([CH:30]3[CH2:35][CH2:34][O:33][CH2:32][CH2:31]3)[C:6]=12.C([Sn](=O)CCCC)CCC.[N:46]([Si](C)(C)C)=[N+:47]=[N-:48].C1(C)C=CC=CC=1. The catalyst is C(OCC)(=O)C. The product is [CH3:1][C:2]1[CH:3]=[N:4][N:5]2[C:10]([CH2:11][CH2:12][CH3:13])=[C:9]([CH2:14][C:15]3[CH:16]=[CH:17][C:18]([C:21]4[CH:26]=[CH:25][CH:24]=[CH:23][C:22]=4[C:27]4[NH:48][N:47]=[N:46][N:28]=4)=[CH:19][CH:20]=3)[C:8](=[O:29])[N:7]([CH:30]3[CH2:35][CH2:34][O:33][CH2:32][CH2:31]3)[C:6]=12. The yield is 0.410.